This data is from Reaction yield outcomes from USPTO patents with 853,638 reactions. The task is: Predict the reaction yield, written as a fraction of the theoretical maximum amount of product (1.0 means a 100% yield; for example, 0.34 means a 34% yield). (1) The reactants are C1(P(C2C=CC=CC=2)C2C=CC=CC=2)C=CC=CC=1.[C:20]([C:24]1[CH:25]=[C:26]([CH:29]=[CH:30][C:31]=1[OH:32])[CH:27]=[O:28])([CH3:23])([CH3:22])[CH3:21].O[CH2:34][CH2:35][N:36]1[CH2:41][CH2:40][O:39][CH2:38][CH2:37]1.CCOC(/N=N/C(OCC)=O)=O. The catalyst is O1CCCC1. The product is [C:20]([C:24]1[CH:25]=[C:26]([CH:29]=[CH:30][C:31]=1[O:32][CH2:34][CH2:35][N:36]1[CH2:41][CH2:40][O:39][CH2:38][CH2:37]1)[CH:27]=[O:28])([CH3:23])([CH3:21])[CH3:22]. The yield is 0.440. (2) The reactants are Cl.[CH:2]1[N:7]2[CH:8]=[CH:9][CH:10]=[C:6]2[CH:5]=[C:4]([C:11]([OH:13])=O)[N:3]=1.C1(P([Cl:28])(C2C=CC=CC=2)=O)C=CC=CC=1.Cl.Cl.[NH2:31][C@@H:32]1[CH:37]2[CH2:38][CH2:39][N:34]([CH2:35][CH2:36]2)[CH2:33]1.[OH-].[Na+]. The catalyst is C1COCC1. The product is [ClH:28].[N:34]12[CH2:39][CH2:38][CH:37]([CH2:36][CH2:35]1)[C@@H:32]([NH:31][C:11]([C:4]1[N:3]=[CH:2][N:7]3[CH:8]=[CH:9][CH:10]=[C:6]3[CH:5]=1)=[O:13])[CH2:33]2. The yield is 1.00. (3) The catalyst is CS(C)=O. The reactants are [F:1][C:2]([F:19])([F:18])[O:3][C:4]1[CH:9]=[CH:8][C:7]([N:10]2[CH2:15][CH2:14][N:13]([CH3:16])[CH2:12][CH2:11]2)=[CH:6][C:5]=1N.N([O-])=O.[IH:23].C(=O)(O)[O-].[Na+]. The yield is 0.340. The product is [I:23][C:5]1[CH:6]=[C:7]([N:10]2[CH2:15][CH2:14][N:13]([CH3:16])[CH2:12][CH2:11]2)[CH:8]=[CH:9][C:4]=1[O:3][C:2]([F:19])([F:18])[F:1]. (4) The reactants are [Cl:1][C:2]1[CH:10]=[C:6]([C:7]([OH:9])=O)[C:5]([OH:11])=[CH:4][CH:3]=1.[NH2:12][C:13]1[S:14][CH:15]=[C:16]([C:18]2[CH:23]=[CH:22][C:21]([Cl:24])=[CH:20][C:19]=2[Cl:25])[N:17]=1. No catalyst specified. The product is [Cl:1][C:2]1[CH:3]=[CH:4][C:5]([OH:11])=[C:6]([CH:10]=1)[C:7]([NH:12][C:13]1[S:14][CH:15]=[C:16]([C:18]2[CH:23]=[CH:22][C:21]([Cl:24])=[CH:20][C:19]=2[Cl:25])[N:17]=1)=[O:9]. The yield is 0.0800.